This data is from HIV replication inhibition screening data with 41,000+ compounds from the AIDS Antiviral Screen. The task is: Binary Classification. Given a drug SMILES string, predict its activity (active/inactive) in a high-throughput screening assay against a specified biological target. (1) The drug is CCCCC(CC)CN=Cc1c(O)c(O)c(C(C)C)c2cc(C)c(-c3c(C)cc4c(C(C)C)c(O)c(O)c(C=NCC(CC)CCCC)c4c3O)c(O)c12. The result is 0 (inactive). (2) The compound is Cc1n[nH]c(=N)sc1=NO.Cl. The result is 0 (inactive).